Task: Regression. Given a peptide amino acid sequence and an MHC pseudo amino acid sequence, predict their binding affinity value. This is MHC class II binding data.. Dataset: Peptide-MHC class II binding affinity with 134,281 pairs from IEDB (1) The peptide sequence is FELQIVDKIDAAFKI. The MHC is DRB1_0701 with pseudo-sequence DRB1_0701. The binding affinity (normalized) is 0.639. (2) The peptide sequence is NNKFFINFFNLLA. The MHC is DRB5_0101 with pseudo-sequence DRB5_0101. The binding affinity (normalized) is 0. (3) The peptide sequence is GINITNFRAILTAFS. The MHC is DRB1_0301 with pseudo-sequence DRB1_0301. The binding affinity (normalized) is 0.359. (4) The peptide sequence is ASFEAQGALANIAVDKA. The MHC is H-2-IAb with pseudo-sequence H-2-IAb. The binding affinity (normalized) is 0.694. (5) The peptide sequence is VKGDPVGILYAVFKA. The MHC is DRB5_0101 with pseudo-sequence DRB5_0101. The binding affinity (normalized) is 0.770. (6) The binding affinity (normalized) is 0.0797. The MHC is DRB1_0802 with pseudo-sequence DRB1_0802. The peptide sequence is LALVGFLGGLITGTS.